Dataset: Full USPTO retrosynthesis dataset with 1.9M reactions from patents (1976-2016). Task: Predict the reactants needed to synthesize the given product. Given the product [OH:1][C@H:2]([C:25]1[C:26]([CH3:35])=[C:27]2[C:31](=[CH:32][CH:33]=1)[C:30](=[O:34])[O:29][CH2:28]2)[CH2:3][N:4]1[CH2:24][CH2:23][C:7]2([O:11][C:10](=[O:12])[N:9]([C:13]3[CH:18]=[C:17]([O:61][CH3:60])[C:16]([C:43]#[N:46])=[CH:15][N:14]=3)[CH2:8]2)[CH2:6][CH2:5]1, predict the reactants needed to synthesize it. The reactants are: [OH:1][C@H:2]([C:25]1[C:26]([CH3:35])=[C:27]2[C:31](=[CH:32][CH:33]=1)[C:30](=[O:34])[O:29][CH2:28]2)[CH2:3][N:4]1[CH2:24][CH2:23][C:7]2([O:11][C:10](=[O:12])[N:9]([C:13]3[CH:18]=[CH:17][C:16](S(C)(=O)=O)=[CH:15][N:14]=3)[CH2:8]2)[CH2:6][CH2:5]1.CS(C1C=C[C:43]([N:46]2CC3(CCNCC3)OC2=O)=CC=1)(=O)=O.CC1C([C@@H]2CO2)=CC=C2C=1[CH2:60][O:61]C2=O.